Dataset: Peptide-MHC class II binding affinity with 134,281 pairs from IEDB. Task: Regression. Given a peptide amino acid sequence and an MHC pseudo amino acid sequence, predict their binding affinity value. This is MHC class II binding data. (1) The peptide sequence is SGGVWREMHHLVEFE. The MHC is DRB1_1501 with pseudo-sequence DRB1_1501. The binding affinity (normalized) is 0.0843. (2) The peptide sequence is AAPAAVAAAGDAAKG. The binding affinity (normalized) is 0. The MHC is DRB3_0101 with pseudo-sequence DRB3_0101. (3) The peptide sequence is AGELQIIDKIDAAFK. The MHC is DRB1_0901 with pseudo-sequence DRB1_0901. The binding affinity (normalized) is 0.258.